From a dataset of Forward reaction prediction with 1.9M reactions from USPTO patents (1976-2016). Predict the product of the given reaction. (1) Given the reactants [C:1]([O:5][C:6]([NH:8][C:9]1([C:29]([O:31]C)=[O:30])[CH2:14][CH2:13][N:12]([CH2:15][C@H:16]([OH:28])[C:17]2[CH:26]=[CH:25][C:20]3[C:21](=[O:24])[O:22][CH2:23][C:19]=3[C:18]=2[CH3:27])[CH2:11][CH2:10]1)=[O:7])([CH3:4])([CH3:3])[CH3:2].C[Si](C)(C)[O-].[K+], predict the reaction product. The product is: [C:1]([O:5][C:6]([NH:8][C:9]1([C:29]([OH:31])=[O:30])[CH2:14][CH2:13][N:12]([CH2:15][C@H:16]([OH:28])[C:17]2[CH:26]=[CH:25][C:20]3[C:21](=[O:24])[O:22][CH2:23][C:19]=3[C:18]=2[CH3:27])[CH2:11][CH2:10]1)=[O:7])([CH3:4])([CH3:2])[CH3:3]. (2) Given the reactants [CH:1]1([CH2:4][CH2:5][NH:6][C:7]([C:9]2[CH:10]=[CH:11][C:12]([C:15]3[CH2:16][CH2:17][NH:18][CH2:19][CH:20]=3)=[N:13][CH:14]=2)=[O:8])[CH2:3][CH2:2]1.[F:21][C:22]([F:33])([F:32])[C:23]1[CH:31]=[CH:30][CH:29]=[CH:28][C:24]=1[C:25](Cl)=[O:26].C(N(CC)CC)C, predict the reaction product. The product is: [CH:1]1([CH2:4][CH2:5][NH:6][C:7]([C:9]2[CH:10]=[CH:11][C:12]([C:15]3[CH2:16][CH2:17][N:18]([C:25](=[O:26])[C:24]4[CH:28]=[CH:29][CH:30]=[CH:31][C:23]=4[C:22]([F:21])([F:32])[F:33])[CH2:19][CH:20]=3)=[N:13][CH:14]=2)=[O:8])[CH2:3][CH2:2]1. (3) Given the reactants [N+:1]([C:4]1[CH:12]=[C:11]2[C:7]([CH:8]=[CH:9][NH:10]2)=[CH:6][CH:5]=1)([O-:3])=[O:2].C([O-])(O)=O.[Na+].[CH3:18][N:19](C=O)C, predict the reaction product. The product is: [N+:1]([C:4]1[CH:12]=[C:11]2[C:7]([C:8]([C:18]#[N:19])=[CH:9][NH:10]2)=[CH:6][CH:5]=1)([O-:3])=[O:2]. (4) Given the reactants [CH3:1][O:2][C:3]([C:5]1[CH:6]=[N:7][N:8]([CH2:10][C:11]([OH:13])=O)[CH:9]=1)=[O:4].S(Cl)(Cl)=O.[NH2:18][C:19]1[CH:24]=[C:23]([Cl:25])[C:22]([C:26]2[CH:31]=[CH:30][C:29]([N:32]3[CH2:37][CH2:36][CH2:35][CH2:34][CH2:33]3)=[CH:28][CH:27]=2)=[CH:21][C:20]=1[C:38]([O:40][CH3:41])=[O:39], predict the reaction product. The product is: [Cl:25][C:23]1[CH:24]=[C:19]([NH:18][C:11](=[O:13])[CH2:10][N:8]2[CH:9]=[C:5]([C:3]([O:2][CH3:1])=[O:4])[CH:6]=[N:7]2)[C:20]([C:38]([O:40][CH3:41])=[O:39])=[CH:21][C:22]=1[C:26]1[CH:27]=[CH:28][C:29]([N:32]2[CH2:37][CH2:36][CH2:35][CH2:34][CH2:33]2)=[CH:30][CH:31]=1. (5) Given the reactants C(NC(C)C)(C)C.C([Li])CCC.[C:13](#[N:16])[CH2:14][CH3:15].Br[C:18]1[C:23]([Cl:24])=[CH:22][CH:21]=[CH:20][N:19]=1, predict the reaction product. The product is: [Cl:24][C:23]1[C:18]([CH:14]([CH3:15])[C:13]#[N:16])=[N:19][CH:20]=[CH:21][CH:22]=1. (6) Given the reactants [Cl:1][C:2]1[CH:3]=[C:4]2[C:9](=[CH:10][C:11]=1[O:12][C:13]1[CH:18]=[CH:17][C:16]([C:19](=[O:31])[NH:20][CH2:21][CH:22]([C:24]3[CH:29]=[CH:28][C:27]([Cl:30])=[CH:26][CH:25]=3)[OH:23])=[CH:15][CH:14]=1)[O:8][CH2:7][CH2:6][CH:5]2[C:32]([O:34]CC)=[O:33].[OH-].[Na+], predict the reaction product. The product is: [Cl:1][C:2]1[CH:3]=[C:4]2[C:9](=[CH:10][C:11]=1[O:12][C:13]1[CH:18]=[CH:17][C:16]([C:19](=[O:31])[NH:20][CH2:21][CH:22]([C:24]3[CH:25]=[CH:26][C:27]([Cl:30])=[CH:28][CH:29]=3)[OH:23])=[CH:15][CH:14]=1)[O:8][CH2:7][CH2:6][CH:5]2[C:32]([OH:34])=[O:33]. (7) Given the reactants Cl[C:2]1[C:11]2[C:6](=[CH:7][C:8]([F:13])=[CH:9][C:10]=2[F:12])[N:5]=[C:4]([C:14]2[CH:19]=[C:18]([CH3:20])[CH:17]=[CH:16][C:15]=2[S:21]([CH3:24])(=[O:23])=[O:22])[C:3]=1[CH3:25].[O:26]1[CH2:31][CH2:30][N:29]([C:32]2[CH:33]=[C:34]([NH2:38])[CH:35]=[N:36][CH:37]=2)[CH2:28][CH2:27]1, predict the reaction product. The product is: [F:12][C:10]1[CH:9]=[C:8]([F:13])[CH:7]=[C:6]2[C:11]=1[C:2]([NH:38][C:34]1[CH:35]=[N:36][CH:37]=[C:32]([N:29]3[CH2:30][CH2:31][O:26][CH2:27][CH2:28]3)[CH:33]=1)=[C:3]([CH3:25])[C:4]([C:14]1[CH:19]=[C:18]([CH3:20])[CH:17]=[CH:16][C:15]=1[S:21]([CH3:24])(=[O:23])=[O:22])=[N:5]2. (8) Given the reactants [Cl:1][C:2]1[CH:7]=[CH:6][CH:5]=[CH:4][C:3]=1[C:8]1[C:28](=[O:29])[N:27]([CH3:30])[C:11]2[N:12]=[C:13]([NH:16][C:17]3[CH:26]=[CH:25][CH:24]=[C:23]4[C:18]=3[CH2:19][CH2:20][NH:21][CH2:22]4)[N:14]=[CH:15][C:10]=2[CH:9]=1.[C:31]([C:33](=[CH:37][CH:38]1[CH2:40][CH2:39]1)[C:34](O)=[O:35])#[N:32].CN(C(ON1N=NC2C=CC=NC1=2)=[N+](C)C)C.F[P-](F)(F)(F)(F)F.CCN(C(C)C)C(C)C, predict the reaction product. The product is: [Cl:1][C:2]1[CH:7]=[CH:6][CH:5]=[CH:4][C:3]=1[C:8]1[C:28](=[O:29])[N:27]([CH3:30])[C:11]2[N:12]=[C:13]([NH:16][C:17]3[CH:26]=[CH:25][CH:24]=[C:23]4[C:18]=3[CH2:19][CH2:20][N:21]([C:34]([C:33](=[CH:37][CH:38]3[CH2:40][CH2:39]3)[C:31]#[N:32])=[O:35])[CH2:22]4)[N:14]=[CH:15][C:10]=2[CH:9]=1.